This data is from Catalyst prediction with 721,799 reactions and 888 catalyst types from USPTO. The task is: Predict which catalyst facilitates the given reaction. (1) Reactant: [CH:1]1[C:9]2[C:8]3[CH2:10][CH2:11][CH2:12][CH2:13][CH2:14][CH2:15][C:7]=3[O:6][C:5]=2[CH:4]=[CH:3][C:2]=1[NH2:16].[CH:17]1([CH2:22][CH2:23][C:24](Cl)=[O:25])[CH2:21][CH2:20][CH2:19][CH2:18]1. Product: [CH:17]1([CH2:22][CH2:23][C:24]([NH:16][C:2]2[CH:3]=[CH:4][C:5]3[O:6][C:7]4[CH2:15][CH2:14][CH2:13][CH2:12][CH2:11][CH2:10][C:8]=4[C:9]=3[CH:1]=2)=[O:25])[CH2:21][CH2:20][CH2:19][CH2:18]1. The catalyst class is: 4. (2) Reactant: C(O[BH-](OC(=O)C)OC(=O)C)(=O)C.[Na+].[O:15]1[C:19]2[CH:20]=[CH:21][CH:22]=[CH:23][C:18]=2[C:17]([CH2:24][CH:25]=O)=[CH:16]1.[NH:27]1[CH2:32][CH2:31][CH:30]([NH:33][C:34](=[O:40])[O:35][C:36]([CH3:39])([CH3:38])[CH3:37])[CH2:29][CH2:28]1.[OH-].[Na+]. Product: [O:15]1[C:19]2[CH:20]=[CH:21][CH:22]=[CH:23][C:18]=2[C:17]([CH2:24][CH2:25][N:27]2[CH2:28][CH2:29][CH:30]([NH:33][C:34](=[O:40])[O:35][C:36]([CH3:38])([CH3:37])[CH3:39])[CH2:31][CH2:32]2)=[CH:16]1. The catalyst class is: 411. (3) Product: [ClH:46].[F:5][C:6]1[CH:11]=[CH:10][CH:9]=[C:8]([F:12])[C:7]=1[N:13]1[C:18]2[N:19]=[C:20]([NH:38][CH2:39][C:40]3[NH:44][CH:43]=[CH:42][N:41]=3)[N:21]=[C:22]([C:23]3[CH:24]=[C:25]([CH:34]=[CH:35][C:36]=3[CH3:37])[C:26]([NH:28][C:29]3[S:30][CH:31]=[CH:32][N:33]=3)=[O:27])[C:17]=2[CH:16]=[CH:15][C:14]1=[O:45]. Reactant: CC(C)=O.[F:5][C:6]1[CH:11]=[CH:10][CH:9]=[C:8]([F:12])[C:7]=1[N:13]1[C:18]2[N:19]=[C:20]([NH:38][CH2:39][C:40]3[NH:41][CH:42]=[CH:43][N:44]=3)[N:21]=[C:22]([C:23]3[CH:24]=[C:25]([CH:34]=[CH:35][C:36]=3[CH3:37])[C:26]([NH:28][C:29]3[S:30][CH:31]=[CH:32][N:33]=3)=[O:27])[C:17]=2[CH:16]=[CH:15][C:14]1=[O:45].[ClH:46]. The catalyst class is: 12. (4) Reactant: [Br:1][C:2]1[CH:7]=[CH:6][C:5]([C:8]2([CH3:12])[CH2:11][NH:10][CH2:9]2)=[CH:4][CH:3]=1.CCN(CC)CC.[C:20](Cl)(=[O:22])[CH3:21]. Product: [Br:1][C:2]1[CH:3]=[CH:4][C:5]([C:8]2([CH3:12])[CH2:9][N:10]([C:20](=[O:22])[CH3:21])[CH2:11]2)=[CH:6][CH:7]=1. The catalyst class is: 2.